This data is from Forward reaction prediction with 1.9M reactions from USPTO patents (1976-2016). The task is: Predict the product of the given reaction. (1) Given the reactants [Si:1]([O:8][CH:9]1[CH2:14][CH2:13][C:12](=[O:15])[CH2:11][CH2:10]1)([C:4]([CH3:7])([CH3:6])[CH3:5])([CH3:3])[CH3:2].C[Si]([N-][Si](C)(C)C)(C)C.[Na+].[F:26][C:27]([F:40])([F:39])[S:28](O[S:28]([C:27]([F:40])([F:39])[F:26])(=[O:30])=[O:29])(=[O:30])=[O:29], predict the reaction product. The product is: [F:26][C:27]([F:40])([F:39])[S:28]([O:15][C:12]1[CH2:13][CH2:14][CH:9]([O:8][Si:1]([C:4]([CH3:7])([CH3:6])[CH3:5])([CH3:3])[CH3:2])[CH2:10][CH:11]=1)(=[O:30])=[O:29]. (2) Given the reactants [C:1]1([CH2:7][CH2:8][CH2:9][CH2:10][C:11]([N:13]([CH2:23][C:24]([O:26]C)=[O:25])[CH2:14][CH2:15][CH2:16][C:17]2[CH:22]=[CH:21][CH:20]=[CH:19][CH:18]=2)=[O:12])[CH:6]=[CH:5][CH:4]=[CH:3][CH:2]=1.[OH-].[Na+].Cl, predict the reaction product. The product is: [C:1]1([CH2:7][CH2:8][CH2:9][CH2:10][C:11]([N:13]([CH2:23][C:24]([OH:26])=[O:25])[CH2:14][CH2:15][CH2:16][C:17]2[CH:18]=[CH:19][CH:20]=[CH:21][CH:22]=2)=[O:12])[CH:6]=[CH:5][CH:4]=[CH:3][CH:2]=1. (3) Given the reactants [Br:1][C:2]1[CH:3]=[C:4]([C:8](O)([CH3:10])[CH3:9])[CH:5]=[N:6][CH:7]=1.F[C:13](F)(F)[C:14]([OH:16])=O.C(#[N:21])C, predict the reaction product. The product is: [Br:1][C:2]1[CH:3]=[C:4]([C:8]([NH:21][C:14](=[O:16])[CH3:13])([CH3:10])[CH3:9])[CH:5]=[N:6][CH:7]=1. (4) Given the reactants [C:1](Cl)(=[O:4])[CH:2]=[CH2:3].[OH:6][CH2:7][CH2:8][CH2:9][CH2:10][CH2:11][CH2:12][O:13][C:14]1[CH:19]=[CH:18][C:17]([CH2:20][CH2:21][C:22]2[CH:27]=[CH:26][C:25]([OH:28])=[CH:24][CH:23]=2)=[CH:16][CH:15]=1.CN(C)C1C=CC=CC=1.C(OCC)C, predict the reaction product. The product is: [C:1]([O:6][CH2:7][CH2:8][CH2:9][CH2:10][CH2:11][CH2:12][O:13][C:14]1[CH:19]=[CH:18][C:17]([CH2:20][CH2:21][C:22]2[CH:23]=[CH:24][C:25]([OH:28])=[CH:26][CH:27]=2)=[CH:16][CH:15]=1)(=[O:4])[CH:2]=[CH2:3]. (5) Given the reactants [NH:1]1[CH:5]=[CH:4][N:3]=[CH:2]1.C([O-])([O-])=O.[Cs+].[Cs+].I[C:13]1[S:21][C:20]2[C:19]([C:22]#[N:23])=[CH:18][N:17]=[C:16]([NH:24][CH2:25][C:26]3[CH:31]=[CH:30][C:29]([O:32][CH3:33])=[CH:28][CH:27]=3)[C:15]=2[CH:14]=1, predict the reaction product. The product is: [N:1]1([C:13]2[S:21][C:20]3[C:19]([C:22]#[N:23])=[CH:18][N:17]=[C:16]([NH:24][CH2:25][C:26]4[CH:31]=[CH:30][C:29]([O:32][CH3:33])=[CH:28][CH:27]=4)[C:15]=3[CH:14]=2)[CH:5]=[CH:4][N:3]=[CH:2]1. (6) Given the reactants [C:1]([C:3]1[CH:4]=[C:5]([NH:9][C:10]2[C:19]3[C:14](=[CH:15][C:16]([O:23][C@H:24]4[CH2:28][CH2:27][O:26][CH2:25]4)=[C:17]([N+:20]([O-])=O)[CH:18]=3)[N:13]=[CH:12][N:11]=2)[CH:6]=[CH:7][CH:8]=1)#[CH:2].Cl.N.CO.O, predict the reaction product. The product is: [C:1]([C:3]1[CH:4]=[C:5]([NH:9][C:10]2[C:19]3[C:14](=[CH:15][C:16]([O:23][C@H:24]4[CH2:28][CH2:27][O:26][CH2:25]4)=[C:17]([NH2:20])[CH:18]=3)[N:13]=[CH:12][N:11]=2)[CH:6]=[CH:7][CH:8]=1)#[CH:2].